Task: Predict the product of the given reaction.. Dataset: Forward reaction prediction with 1.9M reactions from USPTO patents (1976-2016) Given the reactants Br[C:2]1[C:6]([Br:7])=[C:5]([Cl:8])[S:4][C:3]=1[Cl:9].[Li]CCCC.[Cl:15][C:16]1[CH:17]=[C:18]([CH:21]=[CH:22][CH:23]=1)[CH:19]=[O:20], predict the reaction product. The product is: [Br:7][C:6]1[C:2]([CH:19]([C:18]2[CH:21]=[CH:22][CH:23]=[C:16]([Cl:15])[CH:17]=2)[OH:20])=[C:3]([Cl:9])[S:4][C:5]=1[Cl:8].